This data is from Reaction yield outcomes from USPTO patents with 853,638 reactions. The task is: Predict the reaction yield, written as a fraction of the theoretical maximum amount of product (1.0 means a 100% yield; for example, 0.34 means a 34% yield). (1) The reactants are [CH:1]([P:3](=[O:17])([CH:15]=[CH2:16])[C:4]1[CH:9]=[CH:8][C:7]([N+:10]([O-:12])=[O:11])=[C:6]([O:13][CH3:14])[CH:5]=1)=[CH2:2].[CH2:18]([NH2:25])[C:19]1[CH:24]=[CH:23][CH:22]=[CH:21][CH:20]=1. The catalyst is C1COCC1. The product is [CH2:18]([N:25]1[CH2:16][CH2:15][P:3](=[O:17])([C:4]2[CH:9]=[CH:8][C:7]([N+:10]([O-:12])=[O:11])=[C:6]([O:13][CH3:14])[CH:5]=2)[CH2:1][CH2:2]1)[C:19]1[CH:24]=[CH:23][CH:22]=[CH:21][CH:20]=1. The yield is 0.660. (2) The reactants are [Br:1][C:2]1[CH:18]=[CH:17][C:5]2[C:6]3[N:10]([CH2:11][CH2:12][O:13][C:4]=2[CH:3]=1)[CH:9]=[C:8]([C:14]([NH2:16])=[O:15])[N:7]=3.[CH3:19][N:20]([CH:22](OC)OC)[CH3:21]. The catalyst is O1CCOCC1. The product is [CH3:19][N:20]([CH3:22])/[CH:21]=[N:16]\[C:14]([C:8]1[N:7]=[C:6]2[N:10]([CH2:11][CH2:12][O:13][C:4]3[CH:3]=[C:2]([Br:1])[CH:18]=[CH:17][C:5]=32)[CH:9]=1)=[O:15]. The yield is 0.940. (3) The reactants are [C@@H:1]1([C:8]([O:10]C)=[O:9])[CH2:3][C@@H:2]1[C:4]([O:6][CH3:7])=[O:5].[OH-].[K+]. The catalyst is CO. The product is [CH3:7][O:6][C:4]([C@H:2]1[CH2:3][C@H:1]1[C:8]([OH:10])=[O:9])=[O:5]. The yield is 0.925. (4) The reactants are [H-].[Na+].[CH3:3][N:4]1[CH2:9][CH2:8][NH:7][C:6](=[O:10])[CH2:5]1.CS(O[CH2:16][CH:17]1[CH2:22][CH2:21][N:20]([C:23]([O:25][C:26]([CH3:29])([CH3:28])[CH3:27])=[O:24])[CH2:19][CH2:18]1)(=O)=O. The catalyst is CN(C=O)C. The product is [CH3:3][N:4]1[CH2:9][CH2:8][N:7]([CH2:16][CH:17]2[CH2:22][CH2:21][N:20]([C:23]([O:25][C:26]([CH3:27])([CH3:29])[CH3:28])=[O:24])[CH2:19][CH2:18]2)[C:6](=[O:10])[CH2:5]1. The yield is 0.200.